From a dataset of Peptide-MHC class II binding affinity with 134,281 pairs from IEDB. Regression. Given a peptide amino acid sequence and an MHC pseudo amino acid sequence, predict their binding affinity value. This is MHC class II binding data. (1) The MHC is DRB5_0101 with pseudo-sequence DRB5_0101. The binding affinity (normalized) is 0.905. The peptide sequence is IVQNAYKQMIKSRTL. (2) The peptide sequence is GELQIVDKIDAAFKG. The MHC is DRB1_1302 with pseudo-sequence DRB1_1302. The binding affinity (normalized) is 0.412. (3) The peptide sequence is ENIQRFLPNPAGVQLEDPEF. The MHC is DRB1_0401 with pseudo-sequence DRB1_0401. The binding affinity (normalized) is 0.0254.